From a dataset of Peptide-MHC class I binding affinity with 185,985 pairs from IEDB/IMGT. Regression. Given a peptide amino acid sequence and an MHC pseudo amino acid sequence, predict their binding affinity value. This is MHC class I binding data. (1) The peptide sequence is ARVAASLAK. The MHC is HLA-B18:01 with pseudo-sequence HLA-B18:01. The binding affinity (normalized) is 0.0847. (2) The peptide sequence is FQTKGLGISY. The MHC is HLA-B18:01 with pseudo-sequence HLA-B18:01. The binding affinity (normalized) is 0.373. (3) The peptide sequence is MPFAWQFGF. The MHC is HLA-B35:01 with pseudo-sequence HLA-B35:01. The binding affinity (normalized) is 1.00. (4) The peptide sequence is SLTEEFYHSY. The MHC is HLA-A01:01 with pseudo-sequence HLA-A01:01. The binding affinity (normalized) is 0.551. (5) The peptide sequence is MYPSCCCTK. The MHC is HLA-A03:01 with pseudo-sequence HLA-A03:01. The binding affinity (normalized) is 0.503. (6) The peptide sequence is RPALVFDITK. The MHC is HLA-A31:01 with pseudo-sequence HLA-A31:01. The binding affinity (normalized) is 0. (7) The peptide sequence is MDYLILKNL. The MHC is HLA-B18:01 with pseudo-sequence HLA-B18:01. The binding affinity (normalized) is 0. (8) The peptide sequence is GMLECGFPT. The MHC is HLA-A69:01 with pseudo-sequence HLA-A69:01. The binding affinity (normalized) is 0.213. (9) The peptide sequence is QPFPSQQPYL. The MHC is HLA-B51:01 with pseudo-sequence HLA-B51:01. The binding affinity (normalized) is 0.785.